The task is: Predict which catalyst facilitates the given reaction.. This data is from Catalyst prediction with 721,799 reactions and 888 catalyst types from USPTO. (1) Reactant: [CH2:1]([O:3][C:4]1[CH:11]=[CH:10][CH:9]=[CH:8][C:5]=1[CH:6]=O)[CH3:2].[CH:12]([NH:15][OH:16])([CH3:14])[CH3:13]. Product: [CH2:1]([O:3][C:4]1[CH:11]=[CH:10][CH:9]=[CH:8][C:5]=1[CH:6]=[N+:15]([CH:12]([CH3:14])[CH3:13])[O-:16])[CH3:2]. The catalyst class is: 13. (2) Reactant: [Cl:1][C:2]1[C:3]([C:12]2[CH:17]=[C:16]([OH:18])[C:15]([Cl:19])=[CH:14][C:13]=2[F:20])=[N:4][N:5]([CH3:11])[C:6]=1[C:7]([F:10])([F:9])[F:8].C(=O)([O-])[O-].[K+].[K+].Cl[N:28]1[N:33]=[C:32]([O:34][CH3:35])[CH:31]=[C:30]([O:36][CH3:37])[NH:29]1.C(Cl)Cl. Product: [Cl:1][C:2]1[C:3]([C:12]2[CH:17]=[C:16]([O:18][N:28]3[N:29]=[C:30]([O:36][CH3:37])[CH:31]=[C:32]([O:34][CH3:35])[NH:33]3)[C:15]([Cl:19])=[CH:14][C:13]=2[F:20])=[N:4][N:5]([CH3:11])[C:6]=1[C:7]([F:8])([F:10])[F:9]. The catalyst class is: 405.